From a dataset of Forward reaction prediction with 1.9M reactions from USPTO patents (1976-2016). Predict the product of the given reaction. (1) The product is: [F:26][CH:25]([F:27])[C:15]1[N:14]([C:4]2[N:5]=[C:6]([N:8]3[CH2:13][CH2:12][O:11][CH2:10][CH2:9]3)[N:7]=[C:2]([N:28]3[CH2:31][CH:30]([NH:32][C:33](=[O:39])[O:34][C:35]([CH3:37])([CH3:36])[CH3:38])[CH2:29]3)[N:3]=2)[C:18]2[CH:19]=[CH:20][CH:21]=[C:22]([O:23][CH3:24])[C:17]=2[N:16]=1. Given the reactants Cl[C:2]1[N:7]=[C:6]([N:8]2[CH2:13][CH2:12][O:11][CH2:10][CH2:9]2)[N:5]=[C:4]([N:14]2[C:18]3[CH:19]=[CH:20][CH:21]=[C:22]([O:23][CH3:24])[C:17]=3[N:16]=[C:15]2[CH:25]([F:27])[F:26])[N:3]=1.[NH:28]1[CH2:31][CH:30]([NH:32][C:33](=[O:39])[O:34][C:35]([CH3:38])([CH3:37])[CH3:36])[CH2:29]1, predict the reaction product. (2) Given the reactants Cl[CH2:2][CH2:3][CH2:4][C:5]([C:7]1[CH:8]=[C:9]([CH3:13])[CH:10]=[CH:11][CH:12]=1)=[O:6].[C-:14]#[N:15].[K+], predict the reaction product. The product is: [C:9]1([CH3:13])[CH:10]=[CH:11][CH:12]=[C:7]([C:5]2([C:14]#[N:15])[CH2:4][CH2:3][CH2:2][O:6]2)[CH:8]=1. (3) The product is: [C:1]([O:5][C:6]([C:8]1[CH:9]=[N:10][N:11]([CH2:14][C:31]2[CH:32]=[CH:33][CH:34]=[C:29]([C:28]([O:27][CH3:26])=[O:38])[CH:30]=2)[C:12]=1[NH2:13])=[O:7])([CH3:4])([CH3:3])[CH3:2]. Given the reactants [C:1]([O:5][C:6]([C:8]1[CH:9]=[N:10][N:11]([CH2:14]C2C=CC(C(OC)=O)=CC=2)[C:12]=1[NH2:13])=[O:7])([CH3:4])([CH3:3])[CH3:2].Cl.[CH3:26][O:27][C:28](=[O:38])[C:29]1[CH:34]=[CH:33][CH:32]=[C:31](CNN)[CH:30]=1, predict the reaction product. (4) The product is: [Cl:13][C:14]1[CH:22]=[CH:21][C:17]([C:18]2[N:20]=[C:4]([OH:5])[C:6]3[CH2:10][CH2:9][CH2:8][C:7]=3[N:19]=2)=[CH:16][CH:15]=1. Given the reactants C(O[C:4]([CH:6]1[CH2:10][CH2:9][CH2:8][C:7]1=O)=[O:5])C.Cl.[Cl:13][C:14]1[CH:22]=[CH:21][C:17]([C:18]([NH2:20])=[NH:19])=[CH:16][CH:15]=1, predict the reaction product. (5) Given the reactants C(OC([N:8]1[CH2:12][CH2:11][CH2:10][C@H:9]1[CH2:13][NH:14][C:15]1[CH:20]=[CH:19][C:18]([C:21]2[CH:26]=[CH:25][CH:24]=[CH:23][CH:22]=2)=[CH:17][C:16]=1[O:27][C:28]1[CH:33]=[CH:32][C:31]([C:34]#[N:35])=[CH:30][CH:29]=1)=O)(C)(C)C.C(O)(C(F)(F)F)=O, predict the reaction product. The product is: [NH:8]1[CH2:12][CH2:11][CH2:10][C@H:9]1[CH2:13][NH:14][C:15]1[CH:20]=[CH:19][C:18]([C:21]2[CH:26]=[CH:25][CH:24]=[CH:23][CH:22]=2)=[CH:17][C:16]=1[O:27][C:28]1[CH:29]=[CH:30][C:31]([C:34]#[N:35])=[CH:32][CH:33]=1. (6) Given the reactants [OH:1]O.[N:3]1[C:8]2[NH:9][C:10]3[C:15]([C:7]=2[CH:6]=[CH:5][CH:4]=1)=[CH:14][CH:13]=[CH:12][CH:11]=3, predict the reaction product. The product is: [N+:3]1([O-:1])[CH:4]=[CH:5][CH:6]=[C:7]2[C:15]3[C:10](=[CH:11][CH:12]=[CH:13][CH:14]=3)[NH:9][C:8]=12. (7) Given the reactants [F:1][C:2]1[CH:7]=[CH:6][CH:5]=[CH:4][C:3]=1[C:8]1[O:12][C:11]([CH2:13][N:14]([CH3:22])[C:15](=[O:21])[O:16][C:17]([CH3:20])([CH3:19])[CH3:18])=[CH:10][C:9]=1SC1C=CC=CC=1.Cl[C:31]1[CH:36]=[CH:35][CH:34]=[C:33](C(OO)=O)[CH:32]=1.[S:41]([O-:45])([O-])(=[O:43])=S.[Na+].[Na+], predict the reaction product. The product is: [F:1][C:2]1[CH:7]=[CH:6][CH:5]=[CH:4][C:3]=1[C:8]1[O:12][C:11]([CH2:13][N:14]([CH3:22])[C:15](=[O:21])[O:16][C:17]([CH3:19])([CH3:20])[CH3:18])=[CH:10][C:9]=1[S:41]([C:31]1[CH:36]=[CH:35][CH:34]=[CH:33][CH:32]=1)(=[O:45])=[O:43]. (8) Given the reactants [N:1]1([C:8]2[C:13]([CH2:14][NH:15][C:16]3[N:20]([C:21]4[CH:26]=[CH:25][CH:24]=[C:23]([Cl:27])[C:22]=4[Cl:28])[CH:19]=[N:18][N:17]=3)=[CH:12][CH:11]=[CH:10][N:9]=2)[CH2:7][CH2:6][CH2:5][NH:4][CH2:3][CH2:2]1.C(=O)([O-])[O-].[K+].[K+].Br[CH2:36][C:37]([NH2:39])=[O:38], predict the reaction product. The product is: [Cl:28][C:22]1[C:23]([Cl:27])=[CH:24][CH:25]=[CH:26][C:21]=1[N:20]1[CH:19]=[N:18][N:17]=[C:16]1[NH:15][CH2:14][C:13]1[C:8]([N:1]2[CH2:7][CH2:6][CH2:5][N:4]([CH2:36][C:37]([NH2:39])=[O:38])[CH2:3][CH2:2]2)=[N:9][CH:10]=[CH:11][CH:12]=1. (9) Given the reactants [NH2:1][C@H:2]([C:4]([OH:6])=[O:5])[CH3:3].[CH2:7]([C:9]1[CH:14]=[CH:13][C:12]([S:15]([OH:18])(=[O:17])=[O:16])=[CH:11][CH:10]=1)[CH3:8], predict the reaction product. The product is: [CH2:7]([C:9]1[CH:10]=[CH:11][C:12]([S:15]([OH:18])(=[O:16])=[O:17])=[CH:13][CH:14]=1)[CH3:8].[CH2:7]([O:5][C:4](=[O:6])[C@H:2]([CH3:3])[NH2:1])[CH3:8].